From a dataset of Catalyst prediction with 721,799 reactions and 888 catalyst types from USPTO. Predict which catalyst facilitates the given reaction. (1) Reactant: Cl[C:2]1[N:23]=[CH:22][CH:21]=[CH:20][C:3]=1[C:4]([NH:6][CH2:7][C:8]1[S:9][C:10]([O:13][C:14]2[CH:19]=[CH:18][CH:17]=[CH:16][CH:15]=2)=[CH:11][CH:12]=1)=[O:5].[NH2:24][CH2:25][CH:26]1[CH2:28][CH2:27]1.FC(F)(F)C(O)=O. Product: [CH:26]1([CH2:25][NH:24][C:2]2[N:23]=[CH:22][CH:21]=[CH:20][C:3]=2[C:4]([NH:6][CH2:7][C:8]2[S:9][C:10]([O:13][C:14]3[CH:19]=[CH:18][CH:17]=[CH:16][CH:15]=3)=[CH:11][CH:12]=2)=[O:5])[CH2:28][CH2:27]1. The catalyst class is: 16. (2) Reactant: CS(O[CH2:6][C@H:7]1[CH2:12][CH2:11][C@@H:10]([N:13]2[CH:17]=[C:16]([C:18]3[C:19]4[CH:26]=[CH:25][N:24]([CH2:27][O:28][CH2:29][CH2:30][Si:31]([CH3:34])([CH3:33])[CH3:32])[C:20]=4[N:21]=[CH:22][N:23]=3)[CH:15]=[N:14]2)[CH2:9][CH2:8]1)(=O)=O.[NH2:35][C:36]1[NH:37][C:38]([SH:41])=[N:39][N:40]=1.C(=O)([O-])[O-].[K+].[K+]. Product: [CH3:32][Si:31]([CH3:34])([CH3:33])[CH2:30][CH2:29][O:28][CH2:27][N:24]1[C:20]2[N:21]=[CH:22][N:23]=[C:18]([C:16]3[CH:15]=[N:14][N:13]([C@@H:10]4[CH2:11][CH2:12][C@H:7]([CH2:6][S:41][C:38]5[NH:37][C:36]([NH2:35])=[N:40][N:39]=5)[CH2:8][CH2:9]4)[CH:17]=3)[C:19]=2[CH:26]=[CH:25]1. The catalyst class is: 3. (3) Reactant: [NH2:1][C:2]1[N:7]=[C:6]([C:8]([NH:10][C:11]([CH3:15])([CH3:14])[CH2:12]O)=[O:9])[CH:5]=[CH:4][CH:3]=1.O=S(Cl)[Cl:18]. Product: [NH2:1][C:2]1[N:7]=[C:6]([C:8]([NH:10][C:11]([CH3:15])([CH3:14])[CH2:12][Cl:18])=[O:9])[CH:5]=[CH:4][CH:3]=1. The catalyst class is: 22. (4) Reactant: [F:1][C:2]1[C:7]([NH:8][CH2:9][C:10]2[CH:15]=[C:14]([C:16]3[CH:21]=[CH:20][CH:19]=[C:18]([F:22])[CH:17]=3)[CH:13]=[C:12]([CH3:23])[C:11]=2[CH3:24])=[C:6]([F:25])[CH:5]=[CH:4][C:3]=1[OH:26].C([O-])([O-])=O.[Cs+].[Cs+].Br[CH2:34][C:35]([O:37][CH2:38][CH3:39])=[O:36]. Product: [F:1][C:2]1[C:7]([NH:8][CH2:9][C:10]2[CH:15]=[C:14]([C:16]3[CH:21]=[CH:20][CH:19]=[C:18]([F:22])[CH:17]=3)[CH:13]=[C:12]([CH3:23])[C:11]=2[CH3:24])=[C:6]([F:25])[CH:5]=[CH:4][C:3]=1[O:26][CH2:34][C:35]([O:37][CH2:38][CH3:39])=[O:36]. The catalyst class is: 18. (5) Reactant: FC(F)(F)C[O:4][C:5](=[O:22])[C:6]1[CH:11]=[CH:10][C:9]([C:12]([F:15])([F:14])[F:13])=[CH:8][C:7]=1[O:16][CH2:17][C:18]([F:21])([F:20])[F:19].[OH-].[Na+]. Product: [F:19][C:18]([F:20])([F:21])[CH2:17][O:16][C:7]1[CH:8]=[C:9]([C:12]([F:15])([F:13])[F:14])[CH:10]=[CH:11][C:6]=1[C:5]([OH:22])=[O:4]. The catalyst class is: 40. (6) Reactant: [C:1]([O:5][C:6]([N:8]1[CH2:12][CH2:11][CH2:10][C@H:9]1[CH2:13][OH:14])=[O:7])([CH3:4])([CH3:3])[CH3:2].[Li]CCCC.F[C:21]1[CH:26]=[CH:25][C:24]([N+:27]([O-:29])=[O:28])=[CH:23][CH:22]=1.O. Product: [C:1]([O:5][C:6]([N:8]1[CH2:12][CH2:11][CH2:10][C@H:9]1[CH2:13][O:14][C:21]1[CH:26]=[CH:25][C:24]([N+:27]([O-:29])=[O:28])=[CH:23][CH:22]=1)=[O:7])([CH3:4])([CH3:3])[CH3:2]. The catalyst class is: 7. (7) Reactant: C([O:3][C:4](=[O:28])[CH2:5][O:6][C:7]1[CH:12]=[CH:11][C:10]([C:13](=[C:21]2[CH2:27][CH2:26][CH2:25][CH2:24][CH2:23][CH2:22]2)[C:14]2[CH:19]=[CH:18][C:17]([OH:20])=[CH:16][CH:15]=2)=[CH:9][CH:8]=1)C.[OH-].[Na+].Cl. Product: [C:21]1(=[C:13]([C:14]2[CH:19]=[CH:18][C:17]([OH:20])=[CH:16][CH:15]=2)[C:10]2[CH:11]=[CH:12][C:7]([O:6][CH2:5][C:4]([OH:28])=[O:3])=[CH:8][CH:9]=2)[CH2:27][CH2:26][CH2:25][CH2:24][CH2:23][CH2:22]1. The catalyst class is: 242. (8) The catalyst class is: 61. Product: [CH3:41][N:40]([CH3:42])[C:38]([CH2:37][N:36]([CH2:35][C:32]1[CH:31]=[CH:30][C:29]([NH:28][C:4]([C:6]2[C:7]3[N:8]=[CH:9][CH:10]=[N:11][C:12]=3[C:13]([C:16]3[C:21]([F:22])=[C:20]([O:23][CH3:24])[CH:19]=[C:18]([O:25][CH3:26])[C:17]=3[Cl:27])=[CH:14][CH:15]=2)=[O:5])=[N:34][CH:33]=1)[CH3:43])=[O:39]. Reactant: C(O[C:4]([C:6]1[C:7]2[N:8]=[CH:9][CH:10]=[N:11][C:12]=2[C:13]([C:16]2[C:21]([F:22])=[C:20]([O:23][CH3:24])[CH:19]=[C:18]([O:25][CH3:26])[C:17]=2[Cl:27])=[CH:14][CH:15]=1)=[O:5])C.[NH2:28][C:29]1[N:34]=[CH:33][C:32]([CH2:35][N:36]([CH3:43])[CH2:37][C:38]([N:40]([CH3:42])[CH3:41])=[O:39])=[CH:31][CH:30]=1. (9) The catalyst class is: 121. Reactant: [Cl:1][C:2]1[N:3]=[C:4](Cl)[C:5]2[S:10][CH:9]=[C:8]([CH:11]([CH3:13])[CH3:12])[C:6]=2[N:7]=1.[CH3:15][NH2:16]. Product: [Cl:1][C:2]1[N:3]=[C:4]([NH:16][CH3:15])[C:5]2[S:10][CH:9]=[C:8]([CH:11]([CH3:13])[CH3:12])[C:6]=2[N:7]=1. (10) Reactant: [CH3:1][C@@H:2]1[CH2:10][C:5]2([O:9][CH2:8][CH2:7][O:6]2)[CH2:4][C@@H:3]1[C:11]1[N:15]2[C:16]3[CH:22]=[CH:21][N:20](S(C4C=CC(C)=CC=4)(=O)=O)[C:17]=3[N:18]=[CH:19][C:14]2=[N:13][N:12]=1.[OH-].[Na+].O. Product: [CH3:1][C@@H:2]1[CH2:10][C:5]2([O:9][CH2:8][CH2:7][O:6]2)[CH2:4][C@@H:3]1[C:11]1[N:15]2[C:16]3[CH:22]=[CH:21][NH:20][C:17]=3[N:18]=[CH:19][C:14]2=[N:13][N:12]=1. The catalyst class is: 12.